This data is from Full USPTO retrosynthesis dataset with 1.9M reactions from patents (1976-2016). The task is: Predict the reactants needed to synthesize the given product. (1) The reactants are: Br[C:2]1[CH:3]=[C:4]2[C:9](=[CH:10][CH:11]=1)[N:8]=[C:7]([Cl:12])[N:6]=[CH:5]2.[CH:13]1([NH:16][C:17](=[O:34])[C:18]2[CH:23]=[CH:22][C:21]([CH3:24])=[C:20](B3OC(C)(C)C(C)(C)O3)[CH:19]=2)[CH2:15][CH2:14]1. Given the product [Cl:12][C:7]1[N:6]=[CH:5][C:4]2[C:9](=[CH:10][CH:11]=[C:2]([C:20]3[CH:19]=[C:18]([CH:23]=[CH:22][C:21]=3[CH3:24])[C:17]([NH:16][CH:13]3[CH2:14][CH2:15]3)=[O:34])[CH:3]=2)[N:8]=1, predict the reactants needed to synthesize it. (2) Given the product [Cl:1][C:2]1[CH:13]=[C:12]([F:14])[C:11]([N:15]2[C:24](=[O:25])[N:18]3[CH:19]=[C:20]([Cl:23])[CH:21]=[CH:22][C:17]3=[N:16]2)=[CH:10][C:3]=1[C:4]([OH:6])=[O:5], predict the reactants needed to synthesize it. The reactants are: [Cl:1][C:2]1[CH:13]=[C:12]([F:14])[C:11]([N:15]2[C:24](=[O:25])[N:18]3[CH:19]=[C:20]([Cl:23])[CH:21]=[CH:22][C:17]3=[N:16]2)=[CH:10][C:3]=1[C:4]([O:6]C(C)C)=[O:5].O. (3) Given the product [C:125]([O:124][C:123]([N:122]([CH3:130])[C@@H:120]([CH3:121])[C:119]([NH:118][C@H:92]([C:93](=[O:117])[N:94]1[C@H:103]([C:104](=[O:116])[NH:105][C@H:106]2[C:115]3[C:110](=[CH:111][CH:112]=[CH:113][CH:114]=3)[CH2:109][CH2:108][CH2:107]2)[CH2:102][C:101]2[C:96](=[CH:97][CH:98]=[CH:99][CH:100]=2)[CH2:95]1)[CH2:91][C:88]1[CH:87]=[CH:86][C:85]([NH:84][CH2:132][C:134]2[CH:143]=[CH:142][C:137]([C:138]([O:140][CH3:141])=[O:139])=[CH:136][CH:135]=2)=[CH:90][CH:89]=1)=[O:131])=[O:129])([CH3:126])([CH3:127])[CH3:128], predict the reactants needed to synthesize it. The reactants are: CC(C)(C)[C@H](NC(=O)[C@@H](NC)C)C(N1[C@H](C(=O)N[C@H]2C3C(=CC=CC=3)CCC2)C[C@H](NC(C2C=CC(CNC3C=CC(C[C@H](NC(=O)[C@@H](NC)C)C(N4[C@H](C(N[C@H]5C6C(=CC=CC=6)CCC5)=O)CC5C(=CC=CC=5)C4)=O)=CC=3)=CC=2)=O)C1)=O.[NH2:84][C:85]1[CH:90]=[CH:89][C:88]([CH2:91][C@H:92]([NH:118][C:119](=[O:131])[C@@H:120]([N:122]([CH3:130])[C:123](=[O:129])[O:124][C:125]([CH3:128])([CH3:127])[CH3:126])[CH3:121])[C:93](=[O:117])[N:94]2[C@H:103]([C:104](=[O:116])[NH:105][C@H:106]3[C:115]4[C:110](=[CH:111][CH:112]=[CH:113][CH:114]=4)[CH2:109][CH2:108][CH2:107]3)[CH2:102][C:101]3[C:96](=[CH:97][CH:98]=[CH:99][CH:100]=3)[CH2:95]2)=[CH:87][CH:86]=1.[CH:132]([C:134]1[CH:143]=[CH:142][C:137]([C:138]([O:140][CH3:141])=[O:139])=[CH:136][CH:135]=1)=O.